Regression. Given a peptide amino acid sequence and an MHC pseudo amino acid sequence, predict their binding affinity value. This is MHC class II binding data. From a dataset of Peptide-MHC class II binding affinity with 134,281 pairs from IEDB. (1) The peptide sequence is GELQIVTKIDAAFKI. The MHC is DRB4_0101 with pseudo-sequence DRB4_0103. The binding affinity (normalized) is 0.578. (2) The peptide sequence is GVDNFCVKVLAPYMP. The MHC is HLA-DQA10201-DQB10402 with pseudo-sequence HLA-DQA10201-DQB10402. The binding affinity (normalized) is 0.549. (3) The peptide sequence is VIPAGELQVIEKVDA. The MHC is DRB1_0301 with pseudo-sequence DRB1_0301. The binding affinity (normalized) is 0.116.